Predict the product of the given reaction. From a dataset of Forward reaction prediction with 1.9M reactions from USPTO patents (1976-2016). (1) Given the reactants [C:1]([C:4]1[CH:9]=[CH:8][C:7]([C:10](=[O:12])[CH3:11])=[CH:6][CH:5]=1)(=O)[CH3:2].BrBr.BrC(Br)=O.CC([O-])=O.[Na+].[NH2:24][C:25]([NH2:27])=[S:26], predict the reaction product. The product is: [NH2:27][C:25]1[S:26][CH:2]=[C:1]([C:4]2[CH:9]=[CH:8][C:7]([C:10](=[O:12])[CH3:11])=[CH:6][CH:5]=2)[N:24]=1. (2) Given the reactants [CH3:1][NH:2][CH2:3][CH2:4][CH2:5][C:6]([OH:8])=[O:7].[C:9]([C:11]1[C:19]2[C:14](=[CH:15][CH:16]=[C:17]([CH2:20][CH2:21][NH:22][C:23](=[O:37])[C:24]3[CH:29]=[CH:28][C:27]([C:30]4[CH:35]=[CH:34][N:33]=[C:32](Cl)[N:31]=4)=[CH:26][CH:25]=3)[CH:18]=2)[NH:13][CH:12]=1)#[N:10], predict the reaction product. The product is: [C:9]([C:11]1[C:19]2[C:14](=[CH:15][CH:16]=[C:17]([CH2:20][CH2:21][NH:22][C:23]([C:24]3[CH:29]=[CH:28][C:27]([C:30]4[CH:35]=[CH:34][N:33]=[C:32]([N:2]([CH3:1])[CH2:3][CH2:4][CH2:5][C:6]([OH:8])=[O:7])[N:31]=4)=[CH:26][CH:25]=3)=[O:37])[CH:18]=2)[NH:13][CH:12]=1)#[N:10]. (3) Given the reactants [NH2:1][C:2]1[N:7]=[CH:6][C:5]([O:8][C:9]2[CH:10]=[CH:11][C:12]([NH:19][C:20]3[CH:25]=[CH:24][C:23]([F:26])=[C:22]([F:27])[CH:21]=3)=[C:13]([CH:18]=2)[C:14]([O:16][CH3:17])=[O:15])=[CH:4][CH:3]=1.[Cl:28][C:29]1[C:30]([CH3:39])=[C:31]([S:35](Cl)(=[O:37])=[O:36])[CH:32]=[CH:33][CH:34]=1, predict the reaction product. The product is: [Cl:28][C:29]1[C:30]([CH3:39])=[C:31]([S:35]([NH:1][C:2]2[N:7]=[CH:6][C:5]([O:8][C:9]3[CH:10]=[CH:11][C:12]([NH:19][C:20]4[CH:25]=[CH:24][C:23]([F:26])=[C:22]([F:27])[CH:21]=4)=[C:13]([CH:18]=3)[C:14]([O:16][CH3:17])=[O:15])=[CH:4][CH:3]=2)(=[O:37])=[O:36])[CH:32]=[CH:33][CH:34]=1. (4) Given the reactants [Br:1]N1C(=O)CCC1=O.[Cl:9][C:10]1[CH:11]=[C:12]([CH2:17][C:18]([O:20][CH3:21])=[O:19])[CH:13]=[CH:14][C:15]=1[Cl:16], predict the reaction product. The product is: [Cl:9][C:10]1[CH:11]=[C:12]([CH:17]([Br:1])[C:18]([O:20][CH3:21])=[O:19])[CH:13]=[CH:14][C:15]=1[Cl:16]. (5) The product is: [Cl:1][C:2]1[N:10]=[C:9]2[C:5]([N:6]=[CH:7][N:8]2[CH2:18][CH3:19])=[C:4]([N:11]2[CH2:12][CH2:13][O:14][CH2:15][CH2:16]2)[N:3]=1. Given the reactants [Cl:1][C:2]1[N:10]=[C:9]2[C:5]([N:6]=[CH:7][NH:8]2)=[C:4]([N:11]2[CH2:16][CH2:15][O:14][CH2:13][CH2:12]2)[N:3]=1.Br[CH2:18][CH3:19].[OH-].[Na+], predict the reaction product. (6) Given the reactants C(=O)(OCC[CH:6]([C:20]([CH3:23])(C)C)[N:7]([C:11]1[CH:16]=[CH:15][C:14]([NH2:17])=[C:13]([O:18][CH3:19])[CH:12]=1)[C:8](=[O:10])[CH3:9])N.Cl[C:26]1[N:31]=[C:30]([NH:32][C:33]2[CH:38]=[CH:37][CH:36]=[CH:35][C:34]=2[NH:39][C:40](=[O:43])[CH:41]=[CH2:42])[C:29]([Cl:44])=[CH:28][N:27]=1.C1(P([N:58](C)C)C2C=CC=CC=2)C=CC=CC=1.[C:61](=[O:64])([O-])[O-:62].[Na+].[Na+].[C:67](O)([CH2:70]C)([CH3:69])[CH3:68], predict the reaction product. The product is: [C:67]([O:62][C:61](=[O:64])[NH:58][CH2:23][CH2:20][CH2:6][N:7]([C:11]1[CH:16]=[CH:15][C:14]([NH:17][C:26]2[N:31]=[C:30]([NH:32][C:33]3[CH:38]=[CH:37][CH:36]=[CH:35][C:34]=3[NH:39][C:40](=[O:43])[CH:41]=[CH2:42])[C:29]([Cl:44])=[CH:28][N:27]=2)=[C:13]([O:18][CH3:19])[CH:12]=1)[C:8](=[O:10])[CH3:9])([CH3:70])([CH3:69])[CH3:68].